From a dataset of Forward reaction prediction with 1.9M reactions from USPTO patents (1976-2016). Predict the product of the given reaction. (1) Given the reactants [Cl:1][C:2]1[CH:7]=[CH:6][C:5]([CH:8]([C:23]2[CH:28]=[CH:27][CH:26]=[CH:25][CH:24]=2)[N:9]2[CH2:14][CH2:13][N:12]([CH2:15][C:16]([O:18]C(C)(C)C)=[O:17])[CH2:11][CH2:10]2)=[CH:4][CH:3]=1.[ClH:29], predict the reaction product. The product is: [ClH:1].[ClH:29].[Cl:1][C:2]1[CH:3]=[CH:4][C:5]([CH:8]([C:23]2[CH:24]=[CH:25][CH:26]=[CH:27][CH:28]=2)[N:9]2[CH2:10][CH2:11][N:12]([CH2:15][C:16]([OH:18])=[O:17])[CH2:13][CH2:14]2)=[CH:6][CH:7]=1. (2) Given the reactants [CH3:1][N:2]1[C:7](=[O:8])[C:6]([NH:9][C:10]2[CH:15]=[CH:14][C:13]([N:16]3[CH2:21][CH2:20][N:19]([CH:22]4[CH2:25][O:24][CH2:23]4)[CH2:18][CH2:17]3)=[CH:12][N:11]=2)=[CH:5][C:4]([C:26]2[C:31]([CH:32]=[O:33])=[C:30]([N:34]3[CH2:46][CH2:45][N:37]4[C:38]5[CH2:39][CH2:40][CH2:41][CH2:42][C:43]=5[CH:44]=[C:36]4[C:35]3=[O:47])[N:29]=[CH:28][CH:27]=2)=[CH:3]1.[BH4-].[Na+], predict the reaction product. The product is: [OH:33][CH2:32][C:31]1[C:30]([N:34]2[CH2:46][CH2:45][N:37]3[C:38]4[CH2:39][CH2:40][CH2:41][CH2:42][C:43]=4[CH:44]=[C:36]3[C:35]2=[O:47])=[N:29][CH:28]=[CH:27][C:26]=1[C:4]1[CH:5]=[C:6]([NH:9][C:10]2[CH:15]=[CH:14][C:13]([N:16]3[CH2:17][CH2:18][N:19]([CH:22]4[CH2:25][O:24][CH2:23]4)[CH2:20][CH2:21]3)=[CH:12][N:11]=2)[C:7](=[O:8])[N:2]([CH3:1])[CH:3]=1. (3) Given the reactants [CH2:1]([NH:7][CH2:8][C@@H:9]([OH:26])[C@@H:10]([NH:18][C:19](=[O:25])[O:20][C:21]([CH3:24])([CH3:23])[CH3:22])[CH2:11][C:12]1[CH:17]=[CH:16][CH:15]=[CH:14][CH:13]=1)[CH2:2][CH2:3][CH2:4][CH:5]=[CH2:6].[CH2:27]([O:33][C:34]1[CH:39]=[C:38]([O:40][CH3:41])[CH:37]=[CH:36][C:35]=1[S:42](Cl)(=[O:44])=[O:43])[CH2:28][CH2:29][CH2:30][CH:31]=[CH2:32].N1C=CC=C[CH:47]=1, predict the reaction product. The product is: [C:21]([O:20][C:19](=[O:25])[NH:18][C@H:10]([C@H:9]([OH:26])[CH2:8][N:7]([CH2:1][CH2:2][CH2:3][CH2:4][CH:5]=[CH2:6])[S:42]([C:35]1[CH:36]=[CH:37][C:38]([O:40][CH2:41][CH3:47])=[CH:39][C:34]=1[O:33][CH2:27][CH2:28][CH2:29][CH2:30][CH:31]=[CH2:32])(=[O:44])=[O:43])[CH2:11][C:12]1[CH:13]=[CH:14][CH:15]=[CH:16][CH:17]=1)([CH3:22])([CH3:24])[CH3:23]. (4) The product is: [CH3:20][C:68]1[CH:69]=[C:64]([C:52]2[CH:51]=[CH:50][C:55]([CH2:56][C@H:57]([NH:58][C:16]([C:11]3([CH2:10][C:9]([O:8][CH2:1][C:2]4[CH:3]=[CH:4][CH:5]=[CH:6][CH:7]=4)=[O:19])[CH2:12][CH2:13][CH2:14][CH2:15]3)=[O:18])[C:59]3[NH:63][N:62]=[N:61][N:60]=3)=[CH:54][CH:53]=2)[CH:65]=[CH:66][CH:67]=1. Given the reactants [CH2:1]([O:8][C:9](=[O:19])[CH2:10][C:11]1([C:16]([OH:18])=O)[CH2:15][CH2:14][CH2:13][CH2:12]1)[C:2]1[CH:7]=[CH:6][CH:5]=[CH:4][CH:3]=1.[CH3:20]CN=C=NCCCN(C)C.Cl.C1C=NC2N(O)N=NC=2C=1.C(N(CC)CC)C.C[C:50]1[CH:51]=[C:52]([C:64]2[CH:69]=[CH:68][CH:67]=[CH:66][CH:65]=2)[CH:53]=[CH:54][C:55]=1[CH2:56][C@@H:57]([C:59]1[NH:63][N:62]=[N:61][N:60]=1)[NH2:58], predict the reaction product. (5) Given the reactants [CH2:1]([O:5][C:6]1[CH:28]=[C:27]([O:29][CH2:30][CH:31]([CH3:33])[CH3:32])[CH:26]=[CH:25][C:7]=1[C:8]([C:10]1[CH:11]=[CH:12][C:13]([O:20][CH2:21][CH:22]([CH3:24])[CH3:23])=[C:14]([CH2:16][C:17]([OH:19])=[O:18])[CH:15]=1)=O)[CH:2]([CH3:4])[CH3:3].[H][H], predict the reaction product. The product is: [CH2:1]([O:5][C:6]1[CH:28]=[C:27]([O:29][CH2:30][CH:31]([CH3:33])[CH3:32])[CH:26]=[CH:25][C:7]=1[CH2:8][C:10]1[CH:11]=[CH:12][C:13]([O:20][CH2:21][CH:22]([CH3:24])[CH3:23])=[C:14]([CH2:16][C:17]([OH:19])=[O:18])[CH:15]=1)[CH:2]([CH3:4])[CH3:3]. (6) Given the reactants [CH2:1]([C:5]1[N:9]([C:10]2[CH:15]=[CH:14][CH:13]=[CH:12][CH:11]=2)[N:8]=[C:7]([C:16](OCC)=[O:17])[CH:6]=1)[CH:2]([CH3:4])[CH3:3].C(OCC)C.ClCCl.[H-].[Al+3].[Li+].[H-].[H-].[H-], predict the reaction product. The product is: [CH2:1]([C:5]1[N:9]([C:10]2[CH:15]=[CH:14][CH:13]=[CH:12][CH:11]=2)[N:8]=[C:7]([CH2:16][OH:17])[CH:6]=1)[CH:2]([CH3:4])[CH3:3]. (7) Given the reactants O[CH2:2][C:3]1[CH:8]=[CH:7][C:6]([C:9]2[N:14]3[N:15]=[C:16]([NH:18][C:19]([CH:21]4[CH2:23][CH2:22]4)=[O:20])[N:17]=[C:13]3[CH:12]=[CH:11][CH:10]=2)=[CH:5][CH:4]=1.P(Br)(Br)[Br:25], predict the reaction product. The product is: [Br:25][CH2:2][C:3]1[CH:8]=[CH:7][C:6]([C:9]2[N:14]3[N:15]=[C:16]([NH:18][C:19]([CH:21]4[CH2:23][CH2:22]4)=[O:20])[N:17]=[C:13]3[CH:12]=[CH:11][CH:10]=2)=[CH:5][CH:4]=1.